This data is from Retrosynthesis with 50K atom-mapped reactions and 10 reaction types from USPTO. The task is: Predict the reactants needed to synthesize the given product. (1) Given the product COc1c(OC(F)F)ccc(-c2cccc3c2CCC3=O)c1OCc1ccc(S(C)(=O)=O)cc1, predict the reactants needed to synthesize it. The reactants are: COc1c(OC(F)F)ccc(-c2cccc3c2CCC3=O)c1O.CS(=O)(=O)c1ccc(CBr)cc1. (2) The reactants are: COC(=O)c1nc2c(C(F)(F)F)cc(-c3ccoc3)cn2c1Br. Given the product O=C(O)c1nc2c(C(F)(F)F)cc(-c3ccoc3)cn2c1Br, predict the reactants needed to synthesize it. (3) Given the product Cc1nccn1C(=O)c1ccccc1, predict the reactants needed to synthesize it. The reactants are: Cc1ncc[nH]1.O=C(Cl)c1ccccc1. (4) The reactants are: COC(=O)CCCCCCCBr.O=c1[nH]c2cc([N+](=O)[O-])ccc2o1. Given the product COC(=O)CCCCCCCn1c(=O)oc2ccc([N+](=O)[O-])cc21, predict the reactants needed to synthesize it. (5) Given the product Cn1nc(C2CC2)cc1Nc1ncc(Cl)c(NC2CC3CNCC3C2)n1, predict the reactants needed to synthesize it. The reactants are: Cn1nc(C2CC2)cc1Nc1ncc(Cl)c(NC2CC3CN(C(=O)OC(C)(C)C)CC3C2)n1. (6) Given the product CN(CCCC(=O)OC(C)(C)C)Cc1ccc(C#N)cc1, predict the reactants needed to synthesize it. The reactants are: CNCCCC(=O)OC(C)(C)C.N#Cc1ccc(CBr)cc1. (7) Given the product C=C1CN(Cc2ccc(C(=O)Nc3ccccc3N)cc2)C(CC(=O)O)c2ccccc21, predict the reactants needed to synthesize it. The reactants are: C=C1CN(Cc2ccc(C(=O)Nc3ccccc3N)cc2)C(CC(=O)OC)c2ccccc21.